Task: Predict the reactants needed to synthesize the given product.. Dataset: Full USPTO retrosynthesis dataset with 1.9M reactions from patents (1976-2016) (1) Given the product [CH:23]1([N:16]([CH:17]2[CH2:22][CH2:21][CH2:20][CH2:19][CH2:18]2)[C:14](=[O:15])[NH:13][C:10]2[S:11][CH:12]=[C:8]([CH2:7][S:6][CH2:5][C:4]([OH:29])=[O:3])[N:9]=2)[CH2:24][CH2:25][CH2:26][CH2:27][CH2:28]1, predict the reactants needed to synthesize it. The reactants are: C([O:3][C:4](=[O:29])[CH2:5][S:6][CH2:7][C:8]1[N:9]=[C:10]([NH:13][C:14]([N:16]([CH:23]2[CH2:28][CH2:27][CH2:26][CH2:25][CH2:24]2)[CH:17]2[CH2:22][CH2:21][CH2:20][CH2:19][CH2:18]2)=[O:15])[S:11][CH:12]=1)C.C1(NC2CCCCC2)CCCCC1.C(OC(=O)CSCC1N=C(N)SC=1)C. (2) Given the product [CH3:3][N:7]([CH2:2][C:3]1[S:4][C:5]2[CH:11]=[C:10]([O:12][C:13]([F:16])([F:15])[F:14])[CH:9]=[CH:8][C:6]=2[N:7]=1)[CH2:6][C:5]#[CH:11], predict the reactants needed to synthesize it. The reactants are: Br[CH2:2][C:3]1[S:4][C:5]2[CH:11]=[C:10]([O:12][C:13]([F:16])([F:15])[F:14])[CH:9]=[CH:8][C:6]=2[N:7]=1. (3) Given the product [NH2:24][CH2:23][CH2:22][CH2:21][C@H:17]([NH:16][C:14]([C:12]1[S:13][C:9]([CH:8]([C:4]2[CH:5]=[CH:6][CH:7]=[C:2]([Cl:1])[CH:3]=2)[C:32]2[CH:37]=[CH:36][CH:35]=[C:34]([Cl:38])[CH:33]=2)=[CH:10][CH:11]=1)=[O:15])[C:18]([OH:20])=[O:19].[C:39]([OH:45])([C:41]([F:44])([F:43])[F:42])=[O:40], predict the reactants needed to synthesize it. The reactants are: [Cl:1][C:2]1[CH:3]=[C:4]([CH:8]([C:32]2[CH:37]=[CH:36][CH:35]=[C:34]([Cl:38])[CH:33]=2)[C:9]2[S:13][C:12]([C:14]([NH:16][C@@H:17]([CH2:21][CH2:22][CH2:23][NH:24]C(OC(C)(C)C)=O)[C:18]([OH:20])=[O:19])=[O:15])=[CH:11][CH:10]=2)[CH:5]=[CH:6][CH:7]=1.[C:39]([OH:45])([C:41]([F:44])([F:43])[F:42])=[O:40].C([SiH](CC)CC)C.